Predict the reactants needed to synthesize the given product. From a dataset of Full USPTO retrosynthesis dataset with 1.9M reactions from patents (1976-2016). Given the product [C:14]([O:9][C:5]1[C:4]([CH:10]2[CH2:12][CH2:11]2)=[CH:3][C:2]([OH:21])=[C:7]([CH3:8])[CH:6]=1)([CH3:17])([CH3:15])[CH3:13], predict the reactants needed to synthesize it. The reactants are: Br[C:2]1[C:7]([CH3:8])=[CH:6][C:5]([OH:9])=[C:4]([CH:10]2[CH2:12][CH2:11]2)[CH:3]=1.[CH3:13][C:14]([CH3:17])([O-])[CH3:15].[Na+].CC[O:21]CC.[NH4+].[Cl-].